From a dataset of Forward reaction prediction with 1.9M reactions from USPTO patents (1976-2016). Predict the product of the given reaction. (1) Given the reactants FC(F)(F)C(O)=O.C(O[C:13]([N:15](C)[CH2:16][CH:17]([C:26]([OH:33])([C:31]#[CH:32])[C:27](OC)=[O:28])[O:18][Si:19]([C:22]([CH3:25])([CH3:24])[CH3:23])([CH3:21])[CH3:20])=O)(C)(C)C.C(N(CC)CC)C, predict the reaction product. The product is: [Si:19]([O:18][CH:17]1[CH2:16][N:15]([CH3:13])[C:27](=[O:28])[C:26]1([C:31]#[CH:32])[OH:33])([C:22]([CH3:25])([CH3:24])[CH3:23])([CH3:21])[CH3:20]. (2) Given the reactants Br[C:2]1[C:7]([Cl:8])=[CH:6][C:5]([NH:9][C:10]2[N:14]=[C:13]([NH2:15])[NH:12][N:11]=2)=[CH:4][C:3]=1[Cl:16].[CH3:17][N:18]([CH3:37])[CH2:19][CH2:20][O:21][C:22]1[CH:27]=[CH:26][C:25](B2OC(C)(C)C(C)(C)O2)=[CH:24][CH:23]=1.O1CCOCC1.O.C(=O)([O-])[O-].[K+].[K+], predict the reaction product. The product is: [Cl:16][C:3]1[CH:4]=[C:5]([NH:9][C:10]2[N:14]=[C:13]([NH2:15])[NH:12][N:11]=2)[CH:6]=[C:7]([Cl:8])[C:2]=1[C:25]1[CH:26]=[CH:27][C:22]([O:21][CH2:20][CH2:19][N:18]([CH3:37])[CH3:17])=[CH:23][CH:24]=1. (3) Given the reactants [CH2:1]([CH2:11][NH2:12])[CH2:2][C:3]([NH2:10])([C:7]([OH:9])=[O:8])[CH:4]([F:6])[F:5].[CH3:13][C:14]([O:16][C:17]1[CH:18]=[CH:19][CH:20]=[CH:21][C:22]=1[C:23]([OH:25])=[O:24])=[O:15], predict the reaction product. The product is: [CH2:1]([CH2:11][NH2:12])[CH2:2][C:3]([NH2:10])([C:7]([OH:9])=[O:8])[CH:4]([F:6])[F:5].[CH3:13][C:14]([O:16][C:17]1[CH:18]=[CH:19][CH:20]=[CH:21][C:22]=1[C:23]([OH:25])=[O:24])=[O:15]. (4) Given the reactants [CH:1]1[C:10]2[C:5](=[CH:6][CH:7]=[CH:8][CH:9]=2)[CH:4]=[CH:3][C:2]=1[CH:11]([O:13][C:14]1[CH:22]=[CH:21][CH:20]=[C:16]([C:17](O)=[O:18])[C:15]=1[C:23](O)=[O:24])[CH3:12].Cl.[NH2:27][CH:28]1[CH2:34][CH2:33][C:32](=[O:35])[NH:31][C:29]1=[O:30], predict the reaction product. The product is: [O:30]=[C:29]1[CH:28]([N:27]2[C:23](=[O:24])[C:15]3[C:16](=[CH:20][CH:21]=[CH:22][C:14]=3[O:13][CH:11]([C:2]3[CH:3]=[CH:4][C:5]4[C:10](=[CH:9][CH:8]=[CH:7][CH:6]=4)[CH:1]=3)[CH3:12])[C:17]2=[O:18])[CH2:34][CH2:33][C:32](=[O:35])[NH:31]1. (5) The product is: [Br:5][CH2:6][C:7]1[CH:8]=[C:9]([CH2:13][CH2:14][OH:15])[CH:10]=[CH:11][CH:12]=1. Given the reactants CSC.B.[Br:5][CH2:6][C:7]1[CH:8]=[C:9]([CH2:13][C:14](O)=[O:15])[CH:10]=[CH:11][CH:12]=1.CO, predict the reaction product. (6) Given the reactants [CH2:1]([O:3][C:4]([C:6]1[C:7]([CH3:26])=[N:8][C:9]([NH:13][CH2:14]/[CH:15]=[CH:16]/B2OC(C)(C)C(C)(C)O2)=[N:10][C:11]=1[CH3:12])=[O:5])[CH3:2].Br[C:28]1[CH:29]=[C:30]([OH:34])[CH:31]=[CH:32][CH:33]=1.C(=O)([O-])[O-].[K+].[K+].CN(C=O)C, predict the reaction product. The product is: [CH2:1]([O:3][C:4]([C:6]1[C:11]([CH3:12])=[N:10][C:9]([NH:13][CH2:14]/[CH:15]=[CH:16]/[C:28]2[CH:33]=[CH:32][CH:31]=[C:30]([OH:34])[CH:29]=2)=[N:8][C:7]=1[CH3:26])=[O:5])[CH3:2].